Dataset: Catalyst prediction with 721,799 reactions and 888 catalyst types from USPTO. Task: Predict which catalyst facilitates the given reaction. (1) Reactant: [CH3:1][C:2]1[S:21][C:5]2[NH:6][C:7]3[CH:20]=[CH:19][CH:18]=[CH:17][C:8]=3[N:9]=[C:10]([N:11]3[CH2:16][CH2:15][NH:14][CH2:13][CH2:12]3)[C:4]=2[CH:3]=1.S(OC)(O[CH3:26])(=O)=O.[OH-].[Na+]. Product: [CH3:1][C:2]1[S:21][C:5]2[NH:6][C:7]3[CH:20]=[CH:19][CH:18]=[CH:17][C:8]=3[N:9]=[C:10]([N:11]3[CH2:16][CH2:15][N:14]([CH3:26])[CH2:13][CH2:12]3)[C:4]=2[CH:3]=1. The catalyst class is: 5. (2) Reactant: [O:1]=[C:2]1[NH:7][C:6]2[CH:8]=[C:9]([C:12]3[CH:17]([C:18]4[CH:23]=[CH:22][CH:21]=[CH:20][CH:19]=4)[S:16][C:15]4=[N:24][C:25]([C:27]([O:29]CC)=[O:28])=[CH:26][N:14]4[CH:13]=3)[CH:10]=[CH:11][C:5]=2[O:4][CH2:3]1.[OH-].[Na+].Cl. Product: [O:1]=[C:2]1[NH:7][C:6]2[CH:8]=[C:9]([C:12]3[CH:17]([C:18]4[CH:19]=[CH:20][CH:21]=[CH:22][CH:23]=4)[S:16][C:15]4=[N:24][C:25]([C:27]([OH:29])=[O:28])=[CH:26][N:14]4[CH:13]=3)[CH:10]=[CH:11][C:5]=2[O:4][CH2:3]1. The catalyst class is: 8. (3) Reactant: C[N:2]([C:7]([O:9][C:10]([CH3:13])([CH3:12])[CH3:11])=[O:8])[CH2:3][C:4]([O-])=[O:5].O.[NH2:15][NH2:16]. Product: [C:10]([O:9][C:7](=[O:8])[NH:2][CH2:3][C:4]([NH:15][NH2:16])=[O:5])([CH3:13])([CH3:12])[CH3:11]. The catalyst class is: 14. (4) Reactant: Cl[C:2]1[CH:7]=[CH:6][N:5]2[N:8]=[CH:9][C:10]([CH:11]=[O:12])=[C:4]2[N:3]=1.O1CCN(CCOC2C=C(C=CC=2)N)CC1.ClCCl. Product: [N:8]1[N:5]2[CH:6]=[CH:7][CH:2]=[N:3][C:4]2=[C:10]([CH:11]=[O:12])[CH:9]=1. The catalyst class is: 12. (5) Reactant: C[O:2][C:3]([C@H:5]1[NH:24][C:23](=[O:25])[C:22]2=[CH:26][C:18](=[C:19]([CH3:28])[CH:20]=[C:21]2[CH3:27])[C:17]2=[CH:29][C:13](=[N:14][C:15]([NH2:30])=[N:16]2)[S:12][CH2:11][CH2:10][C:9](=[O:31])[NH:8][CH2:7][CH2:6]1)=[O:4].[OH-].[Na+].O. Product: [NH2:30][C:15]1[N:14]=[C:13]2[CH:29]=[C:17]([C:18]3[CH:26]=[C:22]([C:23](=[O:25])[NH:24][C@H:5]([C:3]([OH:4])=[O:2])[CH2:6][CH2:7][NH:8][C:9](=[O:31])[CH2:10][CH2:11][S:12]2)[C:21]([CH3:27])=[CH:20][C:19]=3[CH3:28])[N:16]=1. The catalyst class is: 5. (6) Reactant: [CH3:1][CH2:2][N:3]([CH2:6][CH2:7][NH:8][C:9]([C:11]1[C:15]([CH3:16])=[C:14](/[CH:17]=[C:18]2/[C:19]3[CH:24]=[C:23]([F:25])[CH:22]=[CH:21][C:20]=3[NH:26][C:27]/2=[O:28])[NH:13][C:12]=1[CH3:29])=[O:10])[CH2:4][CH3:5].[C:30]([OH:38])(=[O:37])[CH:31]([CH2:33][C:34]([OH:36])=[O:35])[OH:32].C(OCC)(=O)C. Product: [CH3:1][CH2:2][N:3]([CH2:6][CH2:7][NH:8][C:9]([C:11]1[C:15]([CH3:16])=[C:14](/[CH:17]=[C:18]2/[C:19]3[CH:24]=[C:23]([F:25])[CH:22]=[CH:21][C:20]=3[NH:26][C:27]/2=[O:28])[NH:13][C:12]=1[CH3:29])=[O:10])[CH2:4][CH3:5].[CH2:33]([C:34]([OH:36])=[O:35])[C@H:31]([OH:32])[C:30]([OH:38])=[O:37]. The catalyst class is: 16. (7) Reactant: [Br:1][C:2]1[CH:3]=[C:4]2[C:9](=[CH:10][CH:11]=1)[CH:8]=[C:7]([CH2:12][OH:13])[CH:6]=[CH:5]2.N1C=CN=C1.[Si:19](Cl)([C:22]([CH3:25])([CH3:24])[CH3:23])([CH3:21])[CH3:20]. Product: [Br:1][C:2]1[CH:3]=[C:4]2[C:9](=[CH:10][CH:11]=1)[CH:8]=[C:7]([CH2:12][O:13][Si:19]([C:22]([CH3:25])([CH3:24])[CH3:23])([CH3:21])[CH3:20])[CH:6]=[CH:5]2. The catalyst class is: 2. (8) Reactant: [NH2:1][C:2]1[C:3]2[C:10]([I:11])=[CH:9][N:8]([C@@H:12]3[CH2:15][C@H:14]([CH2:16]O)[CH2:13]3)[C:4]=2[N:5]=[CH:6][N:7]=1.C(N(C(C)C)C(C)C)C.[CH2:27]1[NH:33][CH2:32][CH2:31][S:29](=[O:30])[CH2:28]1.Cl.C(O[BH-](OC(=O)C)OC(=O)C)(=O)C.[Na+]. Product: [I:11][C:10]1[C:3]2[C:2]([NH2:1])=[N:7][CH:6]=[N:5][C:4]=2[N:8]([C@H:12]2[CH2:15][C@@H:14]([CH2:16][N:33]3[CH2:32][CH2:31][S:29](=[O:30])[CH2:28][CH2:27]3)[CH2:13]2)[CH:9]=1. The catalyst class is: 643. (9) Reactant: [C:1]([O:5][C:6](=[O:22])[NH:7][CH2:8][CH2:9][N:10]1[CH2:15][CH2:14][CH:13]([CH2:16][CH2:17][CH2:18][C:19](=O)[NH2:20])[CH2:12][CH2:11]1)([CH3:4])([CH3:3])[CH3:2]. Product: [C:1]([O:5][C:6](=[O:22])[NH:7][CH2:8][CH2:9][N:10]1[CH2:11][CH2:12][CH:13]([CH2:16][CH2:17][CH2:18][CH2:19][NH2:20])[CH2:14][CH2:15]1)([CH3:4])([CH3:2])[CH3:3]. The catalyst class is: 4. (10) Reactant: [NH:1]([C:3]1[C:8]([O:9][CH3:10])=[C:7]([N:11]2[CH2:16][CH2:15][CH:14]([C:17]3[CH:22]=[CH:21][CH:20]=[CH:19][CH:18]=3)[CH2:13][CH2:12]2)[N:6]=[CH:5][N:4]=1)[NH2:2].[C:23](=[O:26])(O)[O-].[Na+].[CH:28]1([C:31](Cl)=O)[CH2:30][CH2:29]1. Product: [CH:28]1([CH2:31][C:23]([NH:2][NH:1][C:3]2[C:8]([O:9][CH3:10])=[C:7]([N:11]3[CH2:12][CH2:13][CH:14]([C:17]4[CH:22]=[CH:21][CH:20]=[CH:19][CH:18]=4)[CH2:15][CH2:16]3)[N:6]=[CH:5][N:4]=2)=[O:26])[CH2:30][CH2:29]1. The catalyst class is: 476.